Dataset: NCI-60 drug combinations with 297,098 pairs across 59 cell lines. Task: Regression. Given two drug SMILES strings and cell line genomic features, predict the synergy score measuring deviation from expected non-interaction effect. (1) Drug 1: C1CCC(C1)C(CC#N)N2C=C(C=N2)C3=C4C=CNC4=NC=N3. Drug 2: CC1C(C(CC(O1)OC2CC(OC(C2O)C)OC3=CC4=CC5=C(C(=O)C(C(C5)C(C(=O)C(C(C)O)O)OC)OC6CC(C(C(O6)C)O)OC7CC(C(C(O7)C)O)OC8CC(C(C(O8)C)O)(C)O)C(=C4C(=C3C)O)O)O)O. Cell line: NCIH23. Synergy scores: CSS=11.2, Synergy_ZIP=-0.537, Synergy_Bliss=3.17, Synergy_Loewe=4.04, Synergy_HSA=3.63. (2) Drug 1: CS(=O)(=O)C1=CC(=C(C=C1)C(=O)NC2=CC(=C(C=C2)Cl)C3=CC=CC=N3)Cl. Synergy scores: CSS=12.8, Synergy_ZIP=-2.06, Synergy_Bliss=3.68, Synergy_Loewe=-1.40, Synergy_HSA=3.35. Cell line: SNB-19. Drug 2: C1CN1P(=S)(N2CC2)N3CC3. (3) Cell line: HL-60(TB). Drug 2: C(CN)CNCCSP(=O)(O)O. Drug 1: CC1=C2C(C(=O)C3(C(CC4C(C3C(C(C2(C)C)(CC1OC(=O)C(C(C5=CC=CC=C5)NC(=O)C6=CC=CC=C6)O)O)OC(=O)C7=CC=CC=C7)(CO4)OC(=O)C)O)C)OC(=O)C. Synergy scores: CSS=6.56, Synergy_ZIP=-1.55, Synergy_Bliss=-7.70, Synergy_Loewe=-49.7, Synergy_HSA=-13.6. (4) Drug 1: CN(CC1=CN=C2C(=N1)C(=NC(=N2)N)N)C3=CC=C(C=C3)C(=O)NC(CCC(=O)O)C(=O)O. Drug 2: CC(C)NC(=O)C1=CC=C(C=C1)CNNC.Cl. Cell line: OVCAR-5. Synergy scores: CSS=23.2, Synergy_ZIP=-1.34, Synergy_Bliss=-2.33, Synergy_Loewe=-55.1, Synergy_HSA=-2.13. (5) Drug 1: COC1=CC(=CC(=C1O)OC)C2C3C(COC3=O)C(C4=CC5=C(C=C24)OCO5)OC6C(C(C7C(O6)COC(O7)C8=CC=CS8)O)O. Synergy scores: CSS=29.4, Synergy_ZIP=0.341, Synergy_Bliss=0.376, Synergy_Loewe=-17.2, Synergy_HSA=-0.357. Cell line: 786-0. Drug 2: CC(C)CN1C=NC2=C1C3=CC=CC=C3N=C2N. (6) Drug 1: CC1=C(C(CCC1)(C)C)C=CC(=CC=CC(=CC(=O)O)C)C. Drug 2: CC1=C(C=C(C=C1)NC(=O)C2=CC=C(C=C2)CN3CCN(CC3)C)NC4=NC=CC(=N4)C5=CN=CC=C5. Cell line: KM12. Synergy scores: CSS=2.09, Synergy_ZIP=0.507, Synergy_Bliss=-2.99, Synergy_Loewe=2.48, Synergy_HSA=-3.60. (7) Drug 1: CC(C1=C(C=CC(=C1Cl)F)Cl)OC2=C(N=CC(=C2)C3=CN(N=C3)C4CCNCC4)N. Drug 2: CC1=C(N=C(N=C1N)C(CC(=O)N)NCC(C(=O)N)N)C(=O)NC(C(C2=CN=CN2)OC3C(C(C(C(O3)CO)O)O)OC4C(C(C(C(O4)CO)O)OC(=O)N)O)C(=O)NC(C)C(C(C)C(=O)NC(C(C)O)C(=O)NCCC5=NC(=CS5)C6=NC(=CS6)C(=O)NCCC[S+](C)C)O. Cell line: KM12. Synergy scores: CSS=27.7, Synergy_ZIP=-5.37, Synergy_Bliss=-7.01, Synergy_Loewe=-9.81, Synergy_HSA=-4.37.